Dataset: Reaction yield outcomes from USPTO patents with 853,638 reactions. Task: Predict the reaction yield, written as a fraction of the theoretical maximum amount of product (1.0 means a 100% yield; for example, 0.34 means a 34% yield). (1) The reactants are [CH2:1]([C:3]1[N:4]=[C:5]2[C:10]([C:11]([F:14])([F:13])[F:12])=[CH:9][CH:8]=[CH:7][N:6]2[C:15]=1[C:16]1[CH:17]=[C:18]([OH:22])[CH:19]=[CH:20][CH:21]=1)[CH3:2].F[C:24]1[CH:29]=[CH:28][CH:27]=[C:26]([S:30]([CH3:33])(=[O:32])=[O:31])[CH:25]=1.C(=O)([O-])[O-].[K+].[K+]. The catalyst is CN(C=O)C.O. The product is [CH2:1]([C:3]1[N:4]=[C:5]2[C:10]([C:11]([F:14])([F:13])[F:12])=[CH:9][CH:8]=[CH:7][N:6]2[C:15]=1[C:16]1[CH:21]=[CH:20][CH:19]=[C:18]([O:22][C:24]2[CH:29]=[CH:28][CH:27]=[C:26]([S:30]([CH3:33])(=[O:32])=[O:31])[CH:25]=2)[CH:17]=1)[CH3:2]. The yield is 0.500. (2) The reactants are [Cl:1][C:2]1[CH:7]=[CH:6][C:5]([C:8]2[C:13]([C:14]([O-])=[O:15])=[CH:12][N:11]=[CH:10][C:9]=2[F:17])=[C:4]([F:18])[CH:3]=1.[H-].[H-].[H-].[H-].[Li+].[Al+3]. The catalyst is O1CCCC1. The product is [Cl:1][C:2]1[CH:7]=[CH:6][C:5]([C:8]2[C:9]([F:17])=[CH:10][N:11]=[CH:12][C:13]=2[CH2:14][OH:15])=[C:4]([F:18])[CH:3]=1. The yield is 0.740. (3) The reactants are [Br:1][C:2]1[C:14]([F:15])=[CH:13][C:12]([C:16]([OH:18])=[O:17])=[C:11]2[C:3]=1[C:4]1[CH2:5][CH2:6][CH:7]([C:19]([O:21][CH2:22][CH3:23])=[O:20])[CH2:8][C:9]=1[NH:10]2.ClC1C(=O)C(C#N)=C(C#N)C(=O)C=1Cl. The catalyst is C1COCC1.CCOC(C)=O. The product is [Br:1][C:2]1[C:3]2[C:4]3[C:9](=[CH:8][C:7]([C:19]([O:21][CH2:22][CH3:23])=[O:20])=[CH:6][CH:5]=3)[NH:10][C:11]=2[C:12]([C:16]([OH:18])=[O:17])=[CH:13][C:14]=1[F:15]. The yield is 0.840.